Dataset: NCI-60 drug combinations with 297,098 pairs across 59 cell lines. Task: Regression. Given two drug SMILES strings and cell line genomic features, predict the synergy score measuring deviation from expected non-interaction effect. (1) Drug 1: CC1C(C(CC(O1)OC2CC(OC(C2O)C)OC3=CC4=CC5=C(C(=O)C(C(C5)C(C(=O)C(C(C)O)O)OC)OC6CC(C(C(O6)C)O)OC7CC(C(C(O7)C)O)OC8CC(C(C(O8)C)O)(C)O)C(=C4C(=C3C)O)O)O)O. Drug 2: C1CCC(C(C1)N)N.C(=O)(C(=O)[O-])[O-].[Pt+4]. Cell line: HS 578T. Synergy scores: CSS=37.1, Synergy_ZIP=-0.669, Synergy_Bliss=0.351, Synergy_Loewe=2.38, Synergy_HSA=3.16. (2) Drug 1: C1=CC=C(C=C1)NC(=O)CCCCCCC(=O)NO. Drug 2: CC12CCC3C(C1CCC2O)C(CC4=C3C=CC(=C4)O)CCCCCCCCCS(=O)CCCC(C(F)(F)F)(F)F. Cell line: HOP-62. Synergy scores: CSS=5.26, Synergy_ZIP=-1.45, Synergy_Bliss=-2.43, Synergy_Loewe=2.30, Synergy_HSA=-1.39. (3) Drug 1: CCC(=C(C1=CC=CC=C1)C2=CC=C(C=C2)OCCN(C)C)C3=CC=CC=C3.C(C(=O)O)C(CC(=O)O)(C(=O)O)O. Drug 2: CCC1(CC2CC(C3=C(CCN(C2)C1)C4=CC=CC=C4N3)(C5=C(C=C6C(=C5)C78CCN9C7C(C=CC9)(C(C(C8N6C)(C(=O)OC)O)OC(=O)C)CC)OC)C(=O)OC)O.OS(=O)(=O)O. Cell line: HCT116. Synergy scores: CSS=16.1, Synergy_ZIP=10.5, Synergy_Bliss=7.71, Synergy_Loewe=7.70, Synergy_HSA=8.26. (4) Drug 2: C1CN(CCN1C(=O)CCBr)C(=O)CCBr. Cell line: LOX IMVI. Drug 1: CC1C(C(=O)NC(C(=O)N2CCCC2C(=O)N(CC(=O)N(C(C(=O)O1)C(C)C)C)C)C(C)C)NC(=O)C3=C4C(=C(C=C3)C)OC5=C(C(=O)C(=C(C5=N4)C(=O)NC6C(OC(=O)C(N(C(=O)CN(C(=O)C7CCCN7C(=O)C(NC6=O)C(C)C)C)C)C(C)C)C)N)C. Synergy scores: CSS=46.7, Synergy_ZIP=-0.571, Synergy_Bliss=7.32, Synergy_Loewe=7.86, Synergy_HSA=10.3. (5) Drug 1: C1=NC2=C(N1)C(=S)N=CN2. Drug 2: C1=NNC2=C1C(=O)NC=N2. Cell line: M14. Synergy scores: CSS=35.9, Synergy_ZIP=-1.45, Synergy_Bliss=2.70, Synergy_Loewe=-35.2, Synergy_HSA=0.202. (6) Drug 1: CC1=C(C=C(C=C1)C(=O)NC2=CC(=CC(=C2)C(F)(F)F)N3C=C(N=C3)C)NC4=NC=CC(=N4)C5=CN=CC=C5. Drug 2: CCCCCOC(=O)NC1=NC(=O)N(C=C1F)C2C(C(C(O2)C)O)O. Cell line: SNB-75. Synergy scores: CSS=-7.30, Synergy_ZIP=3.74, Synergy_Bliss=2.14, Synergy_Loewe=-9.40, Synergy_HSA=-9.35. (7) Synergy scores: CSS=26.8, Synergy_ZIP=2.15, Synergy_Bliss=1.98, Synergy_Loewe=-33.0, Synergy_HSA=-1.50. Drug 1: CS(=O)(=O)CCNCC1=CC=C(O1)C2=CC3=C(C=C2)N=CN=C3NC4=CC(=C(C=C4)OCC5=CC(=CC=C5)F)Cl. Drug 2: C1=NC2=C(N1)C(=S)N=CN2. Cell line: CCRF-CEM.